Task: Predict which catalyst facilitates the given reaction.. Dataset: Catalyst prediction with 721,799 reactions and 888 catalyst types from USPTO (1) Reactant: [CH3:1][C:2]([CH3:20])([CH3:19])[CH2:3][N:4]1[CH2:9][CH2:8][N:7]([C:10]2[CH:15]=[CH:14][C:13]([N+:16]([O-])=O)=[CH:12][CH:11]=2)[CH2:6][CH2:5]1. Product: [CH3:1][C:2]([CH3:20])([CH3:19])[CH2:3][N:4]1[CH2:9][CH2:8][N:7]([C:10]2[CH:15]=[CH:14][C:13]([NH2:16])=[CH:12][CH:11]=2)[CH2:6][CH2:5]1. The catalyst class is: 227. (2) Reactant: [C:1]([SiH2:5][O:6][C:7]([C:37]1[CH:42]=[CH:41][CH:40]=[CH:39][CH:38]=1)([C:31]1[CH:36]=[CH:35][CH:34]=[CH:33][CH:32]=1)[C:8]([NH:12][C:13](=[O:30])[CH:14]([O:17][C:18]1[CH:19]=[C:20]2[C:25](=[CH:26][CH:27]=1)[N:24]=[CH:23][C:22]([C:28]#[CH:29])=[CH:21]2)[S:15][CH3:16])([CH3:11])[CH2:9][OH:10])([CH3:4])([CH3:3])[CH3:2].CC(OI1(OC(C)=O)(OC(C)=O)OC(=O)C2C=CC=CC1=2)=O.C([O-])(O)=O.[Na+].S([O-])([O-])(=O)=S.[Na+].[Na+]. Product: [C:1]([SiH2:5][O:6][C:7]([C:37]1[CH:42]=[CH:41][CH:40]=[CH:39][CH:38]=1)([C:31]1[CH:32]=[CH:33][CH:34]=[CH:35][CH:36]=1)[C:8]([NH:12][C:13](=[O:30])[CH:14]([O:17][C:18]1[CH:19]=[C:20]2[C:25](=[CH:26][CH:27]=1)[N:24]=[CH:23][C:22]([C:28]#[CH:29])=[CH:21]2)[S:15][CH3:16])([CH3:11])[CH:9]=[O:10])([CH3:2])([CH3:3])[CH3:4]. The catalyst class is: 4.